From a dataset of TCR-epitope binding with 47,182 pairs between 192 epitopes and 23,139 TCRs. Binary Classification. Given a T-cell receptor sequence (or CDR3 region) and an epitope sequence, predict whether binding occurs between them. (1) The epitope is AVFDRKSDAK. The TCR CDR3 sequence is CASSLTSATGELFF. Result: 1 (the TCR binds to the epitope). (2) The epitope is TLIGDCATV. The TCR CDR3 sequence is CAISAFAGEGTGELFF. Result: 1 (the TCR binds to the epitope). (3) The epitope is SSNVANYQK. The TCR CDR3 sequence is CASSVGTAGEAFF. Result: 0 (the TCR does not bind to the epitope). (4) The epitope is AYILFTRFFYV. Result: 0 (the TCR does not bind to the epitope). The TCR CDR3 sequence is CASSPTPSGREHTQYF.